Task: Predict the reaction yield, written as a fraction of the theoretical maximum amount of product (1.0 means a 100% yield; for example, 0.34 means a 34% yield).. Dataset: Reaction yield outcomes from USPTO patents with 853,638 reactions The reactants are [NH2:1][CH2:2][C@@H:3]1[C@@H:11]([C@@:12]2([CH3:21])[CH2:17][CH2:16][C@H:15]([OH:18])[CH2:14][C@@H:13]2[CH2:19][OH:20])[CH2:10][CH2:9][C@@:8]2([CH3:22])[C@H:4]1[CH2:5][CH2:6][C:7]2=[CH2:23].[F:24][C:25]([F:35])([F:34])[C:26]1[CH:33]=[CH:32][C:29]([CH:30]=O)=[CH:28][CH:27]=1.[BH4-].[Na+]. The catalyst is C(Cl)Cl.CO. The product is [OH:20][CH2:19][C@@H:13]1[C@@:12]([CH3:21])([C@H:11]2[CH2:10][CH2:9][C@@:8]3([CH3:22])[C@@H:4]([CH2:5][CH2:6][C:7]3=[CH2:23])[C@@H:3]2[CH2:2][NH:1][CH2:30][C:29]2[CH:28]=[CH:27][C:26]([C:25]([F:24])([F:34])[F:35])=[CH:33][CH:32]=2)[CH2:17][CH2:16][C@H:15]([OH:18])[CH2:14]1. The yield is 0.130.